This data is from Full USPTO retrosynthesis dataset with 1.9M reactions from patents (1976-2016). The task is: Predict the reactants needed to synthesize the given product. (1) Given the product [CH3:1][C@@H:2]1[CH2:19][CH2:18][CH2:17][C@H:16]([NH:20][C:21](=[O:27])[O:22][C:23]([CH3:24])([CH3:26])[CH3:25])[C:15]2[CH:28]=[C:11]([CH:12]=[CH:13][CH:14]=2)[C:10]2[N:9]=[CH:8][CH:7]=[CH:6][C:5]=2[NH:4][C:3]1=[O:29], predict the reactants needed to synthesize it. The reactants are: [CH3:1][C@H:2]1[C:3](=[O:29])[NH:4][C:5]2[CH:6]=[CH:7][CH:8]=[N:9][C:10]=2[C:11]2[CH:12]=[CH:13][CH:14]=[C:15]([CH:28]=2)[C@@H:16]([NH:20][C:21](=[O:27])[O:22][C:23]([CH3:26])([CH3:25])[CH3:24])[CH2:17][CH:18]=[CH:19]1. (2) The reactants are: [CH3:1][O:2][C:3]1[CH:8]=[CH:7][CH:6]=[CH:5][C:4]=1B(O)O.I[C:13]1[CH:14]=[CH:15][C:16]2[N:17]([N:19]=[C:20]([C:26]3[CH:31]=[CH:30][CH:29]=[CH:28][CH:27]=3)[C:21]=2[C:22]([NH:24][CH3:25])=[O:23])[CH:18]=1.C(=O)([O-])[O-].[Na+].[Na+]. Given the product [CH3:1][O:2][C:3]1[CH:8]=[CH:7][CH:6]=[CH:5][C:4]=1[C:13]1[CH:14]=[CH:15][C:16]2[N:17]([N:19]=[C:20]([C:26]3[CH:31]=[CH:30][CH:29]=[CH:28][CH:27]=3)[C:21]=2[C:22]([NH:24][CH3:25])=[O:23])[CH:18]=1, predict the reactants needed to synthesize it. (3) The reactants are: [Cl:1][C:2]1[CH:7]=[CH:6][C:5]([CH:8]([C:11]2[CH:16]=[CH:15][C:14]([Cl:17])=[CH:13][CH:12]=2)[CH2:9][NH2:10])=[CH:4][CH:3]=1.[C:18]([O:26][C@@H:27]1[C@H:31]([O:32][C:33](=[O:40])[C:34]2[CH:39]=[CH:38][CH:37]=[CH:36][CH:35]=2)[C@@H:30]([C:41]([NH:43][CH2:44][CH3:45])=[O:42])[O:29][C@H:28]1[N:46]1[CH:54]=[N:53][C:52]2[C:47]1=[N:48][C:49]([I:56])=[N:50][C:51]=2Cl)(=[O:25])[C:19]1[CH:24]=[CH:23][CH:22]=[CH:21][CH:20]=1. Given the product [C:18]([O:26][C@@H:27]1[C@H:31]([O:32][C:33](=[O:40])[C:34]2[CH:35]=[CH:36][CH:37]=[CH:38][CH:39]=2)[C@@H:30]([C:41]([NH:43][CH2:44][CH3:45])=[O:42])[O:29][C@H:28]1[N:46]1[CH:54]=[N:53][C:52]2[C:47]1=[N:48][C:49]([I:56])=[N:50][C:51]=2[NH:10][CH2:9][CH:8]([C:11]1[CH:12]=[CH:13][C:14]([Cl:17])=[CH:15][CH:16]=1)[C:5]1[CH:6]=[CH:7][C:2]([Cl:1])=[CH:3][CH:4]=1)(=[O:25])[C:19]1[CH:24]=[CH:23][CH:22]=[CH:21][CH:20]=1, predict the reactants needed to synthesize it. (4) Given the product [C:1]1([C:13]2[CH:18]=[CH:17][CH:16]=[CH:15][CH:14]=2)[CH:2]=[CH:3][C:4]([O:7][CH:8]([CH3:12])[C:9]([NH:19][C@H:20]([C:22]([NH:24][CH:25]2[N:31]=[C:30]([C:32]3[CH:37]=[CH:36][CH:35]=[CH:34][CH:33]=3)[C:29]3[CH:38]=[CH:39][CH:40]=[CH:41][C:28]=3[N:27]([CH3:42])[C:26]2=[O:43])=[O:23])[CH3:21])=[O:11])=[CH:5][CH:6]=1, predict the reactants needed to synthesize it. The reactants are: [C:1]1([C:13]2[CH:18]=[CH:17][CH:16]=[CH:15][CH:14]=2)[CH:6]=[CH:5][C:4]([O:7][CH:8]([CH3:12])[C:9]([OH:11])=O)=[CH:3][CH:2]=1.[NH2:19][C@H:20]([C:22]([NH:24][CH:25]1[N:31]=[C:30]([C:32]2[CH:37]=[CH:36][CH:35]=[CH:34][CH:33]=2)[C:29]2[CH:38]=[CH:39][CH:40]=[CH:41][C:28]=2[N:27]([CH3:42])[C:26]1=[O:43])=[O:23])[CH3:21]. (5) The reactants are: C([O:8][CH2:9][CH2:10][O:11][CH2:12][C@@H:13]1[CH2:22][C:21]2[C:16](=[CH:17][CH:18]=[CH:19][CH:20]=2)[CH2:15][N:14]1[C:23]([C:25]1[CH:30]=[C:29]([C:31](=[O:46])[NH:32][S:33]([C:36]2[CH:45]=[CH:44][C:43]3[C:38](=[CH:39][CH:40]=[CH:41][CH:42]=3)[CH:37]=2)(=[O:35])=[O:34])[CH:28]=[CH:27][C:26]=1[N:47]1[C:51]([CH3:52])=[C:50]([Cl:53])[C:49]([C:54]([N:56]([CH2:61][CH2:62][CH2:63][CH3:64])[CH2:57][CH2:58][CH2:59][CH3:60])=[O:55])=[N:48]1)=[O:24])C1C=CC=CC=1.B(Cl)(Cl)Cl. Given the product [CH2:61]([N:56]([CH2:57][CH2:58][CH2:59][CH3:60])[C:54]([C:49]1[C:50]([Cl:53])=[C:51]([CH3:52])[N:47]([C:26]2[CH:27]=[CH:28][C:29]([C:31](=[O:46])[NH:32][S:33]([C:36]3[CH:45]=[CH:44][C:43]4[C:38](=[CH:39][CH:40]=[CH:41][CH:42]=4)[CH:37]=3)(=[O:34])=[O:35])=[CH:30][C:25]=2[C:23]([N:14]2[C@H:13]([CH2:12][O:11][CH2:10][CH2:9][OH:8])[CH2:22][C:21]3[C:16](=[CH:17][CH:18]=[CH:19][CH:20]=3)[CH2:15]2)=[O:24])[N:48]=1)=[O:55])[CH2:62][CH2:63][CH3:64], predict the reactants needed to synthesize it. (6) Given the product [CH3:1][O:2][C:3]([C:5]1([CH2:17][CH2:18][NH:25][C@H:24]([C:23]([O:22][CH3:21])=[O:27])[CH3:26])[CH2:9][CH2:8][CH2:7][N:6]1[C:10]([O:12][C:13]([CH3:14])([CH3:15])[CH3:16])=[O:11])=[O:4], predict the reactants needed to synthesize it. The reactants are: [CH3:1][O:2][C:3]([C:5]1([CH2:17][CH:18]=O)[CH2:9][CH2:8][CH2:7][N:6]1[C:10]([O:12][C:13]([CH3:16])([CH3:15])[CH3:14])=[O:11])=[O:4].Cl.[CH3:21][O:22][C:23](=[O:27])[C@H:24]([CH3:26])[NH2:25].C(N(CC)CC)C.C([BH3-])#N.[Na+]. (7) Given the product [CH:33]1([N:32]([CH2:2][C:3]2[CH:8]=[CH:7][C:6]([N:9]3[C:13]([CH3:15])([CH3:14])[C:12](=[O:16])[N:11]([C:17]4[CH:24]=[CH:23][C:20]([C:21]#[N:22])=[C:19]([C:25]([F:28])([F:27])[F:26])[CH:18]=4)[C:10]3=[S:29])=[CH:5][C:4]=2[F:30])[CH3:31])[CH2:38][CH2:37][CH2:36][CH2:35][CH2:34]1, predict the reactants needed to synthesize it. The reactants are: Cl[CH2:2][C:3]1[CH:8]=[CH:7][C:6]([N:9]2[C:13]([CH3:15])([CH3:14])[C:12](=[O:16])[N:11]([C:17]3[CH:24]=[CH:23][C:20]([C:21]#[N:22])=[C:19]([C:25]([F:28])([F:27])[F:26])[CH:18]=3)[C:10]2=[S:29])=[CH:5][C:4]=1[F:30].[CH3:31][NH:32][CH:33]1[CH2:38][CH2:37][CH2:36][CH2:35][CH2:34]1. (8) Given the product [Br:1][C:2]1[CH:3]=[C:4]2[C:8](=[CH:9][CH:10]=1)[N:7]([C:11]([N:13]([CH3:14])[CH3:15])=[O:12])[CH:6]=[C:5]2[C:16]1[O:17][CH:30]=[N:29][CH:28]=1, predict the reactants needed to synthesize it. The reactants are: [Br:1][C:2]1[CH:3]=[C:4]2[C:8](=[CH:9][CH:10]=1)[N:7]([C:11]([N:13]([CH3:15])[CH3:14])=[O:12])[CH:6]=[C:5]2[CH:16]=[O:17].CC1C=CC(S([CH2:28][N+:29]#[C-:30])(=O)=O)=CC=1.C1CCN2C(=NCCC2)CC1. (9) The reactants are: O[CH2:2][C:3]1[CH:4]=[CH:5][C:6]([O:11][CH:12]([CH3:14])[CH3:13])=[C:7]([CH:10]=1)[C:8]#[N:9].S(Cl)([Cl:17])=O. Given the product [Cl:17][CH2:2][C:3]1[CH:4]=[CH:5][C:6]([O:11][CH:12]([CH3:14])[CH3:13])=[C:7]([CH:10]=1)[C:8]#[N:9], predict the reactants needed to synthesize it. (10) Given the product [CH:1]1([C:4]2[NH:8][C:7]3[CH:12]=[C:13]([C:26]4[C:27]([CH3:32])=[N:28][O:29][C:30]=4[CH3:31])[CH:14]=[C:15]([CH:16]([OH:25])[CH:17]4[CH:18]5[CH2:24][CH:21]([CH2:20][CH2:19]5)[C:22]4=[O:23])[C:6]=3[N:5]=2)[CH2:2][CH2:3]1.[CH:1]1([C:4]2[NH:8][C:7]3[CH:12]=[C:13]([C:26]4[C:27]([CH3:32])=[N:28][O:29][C:30]=4[CH3:31])[CH:14]=[C:15](/[CH:16]=[C:17]4\[C:22](=[O:23])[CH:21]5[CH2:24][CH:18]\4[CH2:19][CH2:20]5)[C:6]=3[N:5]=2)[CH2:2][CH2:3]1, predict the reactants needed to synthesize it. The reactants are: [CH:1]1([C:4]2[N:8](C([O-])=O)[C:7]3[CH:12]=[C:13]([C:26]4[C:27]([CH3:32])=[N:28][O:29][C:30]=4[CH3:31])[CH:14]=[C:15]([CH:16]([OH:25])[CH:17]4[C:22](=[O:23])[CH:21]5[CH2:24][CH:18]4[CH2:19][CH2:20]5)[C:6]=3[N:5]=2)[CH2:3][CH2:2]1.C(O)C.